This data is from Full USPTO retrosynthesis dataset with 1.9M reactions from patents (1976-2016). The task is: Predict the reactants needed to synthesize the given product. (1) Given the product [CH2:15]([N:1]([CH2:7][CH2:11][CH3:12])[CH2:2][CH2:3][CH2:4][CH2:5][OH:6])[CH2:16][CH3:17], predict the reactants needed to synthesize it. The reactants are: [NH2:1][CH2:2][CH2:3][CH2:4][CH2:5][OH:6].[C:7]([BH3-])#N.[Na+].[C:11](O)(=O)[CH3:12].[CH:15](=O)[CH2:16][CH3:17]. (2) Given the product [C:5]([NH:8][C:9]1[N:14]=[C:13]([CH2:15][Cl:3])[CH:12]=[CH:11][N:10]=1)(=[O:7])[CH3:6], predict the reactants needed to synthesize it. The reactants are: S(Cl)([Cl:3])=O.[C:5]([NH:8][C:9]1[N:14]=[C:13]([CH2:15]O)[CH:12]=[CH:11][N:10]=1)(=[O:7])[CH3:6]. (3) Given the product [C:26]([O:25][C:23]([N:13]1[CH2:14][CH2:15][C:10]2[O:9][N:8]=[C:7]([C:5]([O:4][CH2:2][CH3:3])=[O:6])[C:11]=2[CH2:12]1)=[O:24])([CH3:29])([CH3:28])[CH3:27], predict the reactants needed to synthesize it. The reactants are: Cl.[CH2:2]([O:4][C:5]([C:7]1[C:11]2[CH2:12][NH:13][CH2:14][CH2:15][C:10]=2[O:9][N:8]=1)=[O:6])[CH3:3].C(N(CC)CC)C.[C:23](O[C:23]([O:25][C:26]([CH3:29])([CH3:28])[CH3:27])=[O:24])([O:25][C:26]([CH3:29])([CH3:28])[CH3:27])=[O:24]. (4) The reactants are: [Cl:1][C:2]1[N:3]=[CH:4][CH:5]=[C:6]2[CH:10]=[C:9]([C:11](OCC)=[O:12])[NH:8][C:7]=12.[H-].[Al+3].[Li+].[H-].[H-].[H-]. Given the product [Cl:1][C:2]1[N:3]=[CH:4][CH:5]=[C:6]2[CH:10]=[C:9]([CH2:11][OH:12])[NH:8][C:7]=12, predict the reactants needed to synthesize it. (5) Given the product [CH2:23]([NH:20][CH2:19][C@@:14]1([CH3:18])[CH:15]2[C@@:10]([CH3:21])([C:7]3[C:6]([CH2:17][CH2:16]2)=[CH:5][C:4]([CH:2]([CH3:1])[CH3:3])=[CH:9][CH:8]=3)[CH2:11][CH2:12][CH2:13]1)[C:25]1[CH:38]=[CH:37][CH:36]=[CH:27][CH:26]=1, predict the reactants needed to synthesize it. The reactants are: [CH3:1][CH:2]([C:4]1[CH:9]=[CH:8][C:7]2[C:10]3([CH3:21])[CH:15]([CH2:16][CH2:17][C:6]=2[CH:5]=1)[C:14]([CH2:19][NH2:20])([CH3:18])[CH2:13][CH2:12][CH2:11]3)[CH3:3].C[CH:23]([C:25]1[CH2:38][CH2:37][C@H:36]2[C:27](=CC[C@@H]3[C@]2(C)CCC[C@]3(CN)C)[CH:26]=1)C.CC(C1CC[C@H]2C(=CC[C@@H]3[C@]2(C)CCC[C@]3(CO)C)C=1)C.C[C@]1(CO)C2[C@@](C)(C3C(=CC2)C=C(C(C)C)CC3)CCC1.C[C@]1(CN)C2[C@@](C)(C3C(=CC2)C=C(C(C)C)CC3)CCC1.C[C@]1(C(N)=O)C2[C@@](C)(C3C(=CC2)C=C(C(C)C)CC3)CCC1.CNC([C@@]1(C)C2[C@@](C)(C3C(=CC2)C=C(C(C)C)CC3)CCC1)=O.C[C@]1(CNC)C2[C@@](C)(C3C(=CC2)C=C(C(C)C)CC3)CCC1.C(N(CC)C([C@@]1(C)C2[C@@](C)(C3C(=CC2)C=C(C(C)C)CC3)CCC1)=O)C.C[C@]1(CN(CC)CC)C2[C@@](C)(C3C(=CC2)C=C(C(C)C)CC3)CCC1.CC(C1C=CC2C3(C)C(CCC=2C=1)C(CN)(C)CCC3)C.C[C@]1(CN)C2[C@@](C)(C3C(CC2)=CC(C(C)C)=CC=3)CCC1.C[C@]1(CNC(=O)C)C2[C@@](C)(C3C(CC2)=CC(C(C)C)=CC=3)CCC1.C[C@]1(CNC(=O)C(F)(F)F)C2[C@@](C)(C3C(CC2)=CC(C(C)C)=CC=3)CCC1.C[C@]1(CNC(=O)C(Br)(Br)Br)C2[C@@](C)(C3C(CC2)=CC(C(C)C)=CC=3)CCC1.C(C1C=C2C([C@]3(C)C(CC2)[C@@](CNC(=O)C2C=CC=CC=2)(C)CCC3)=CC=1)(C)C. (6) Given the product [C:1]([C:3]1[CH:8]=[N:7][C:6]([C:9]([NH:20][CH2:19][C:15]2[CH:14]=[N:13][CH:18]=[CH:17][CH:16]=2)=[O:11])=[N:5][CH:4]=1)#[N:2].[CH3:21][C:8]1[C:3]([C:1]#[N:2])=[CH:4][N:5]=[C:6]([C:9]([NH:20][CH2:19][C:15]2[CH:14]=[N:13][CH:18]=[CH:17][CH:16]=2)=[O:11])[N:7]=1, predict the reactants needed to synthesize it. The reactants are: [C:1]([C:3]1[CH:4]=[N:5][C:6]([C:9]([O:11]C)=O)=[N:7][CH:8]=1)#[N:2].[N:13]1[CH:18]=[CH:17][CH:16]=[C:15]([CH2:19][NH2:20])[CH:14]=1.[CH2:21](O)C. (7) Given the product [Si:33]([O:32][CH2:31][C@@H:29]1[CH2:30][C:26]([CH3:1])=[CH:27][N:28]1[C:40]([C:41]1[CH:46]=[C:45]([O:47][CH3:48])[C:44]([O:49][Si:50]([CH:57]([CH3:58])[CH3:59])([CH:54]([CH3:56])[CH3:55])[CH:51]([CH3:53])[CH3:52])=[CH:43][C:42]=1[N+:60]([O-:62])=[O:61])=[O:63])([C:36]([CH3:38])([CH3:37])[CH3:39])([CH3:34])[CH3:35], predict the reactants needed to synthesize it. The reactants are: [C:1]1([As](C2C=CC=CC=2)C2C=CC=CC=2)C=CC=CC=1.FC(F)(F)S(O[C:26]1[CH2:30][C@@H:29]([CH2:31][O:32][Si:33]([C:36]([CH3:39])([CH3:38])[CH3:37])([CH3:35])[CH3:34])[N:28]([C:40](=[O:63])[C:41]2[CH:46]=[C:45]([O:47][CH3:48])[C:44]([O:49][Si:50]([CH:57]([CH3:59])[CH3:58])([CH:54]([CH3:56])[CH3:55])[CH:51]([CH3:53])[CH3:52])=[CH:43][C:42]=2[N+:60]([O-:62])=[O:61])[CH:27]=1)(=O)=O.CB(O)O.[O-]P([O-])([O-])=O.[K+].[K+].[K+].